From a dataset of Forward reaction prediction with 1.9M reactions from USPTO patents (1976-2016). Predict the product of the given reaction. (1) Given the reactants Cl[CH2:2][C:3]1[CH:8]=[CH:7][C:6]([C:9]([OH:35])([C:29]2[N:33]([CH3:34])[CH:32]=[N:31][CH:30]=2)[C:10]2[CH:11]=[C:12]3[C:17](=[CH:18][CH:19]=2)[N:16]([CH3:20])[C:15](=[O:21])[CH:14]=[C:13]3[C:22]2[CH:27]=[CH:26][CH:25]=[C:24]([Cl:28])[CH:23]=2)=[CH:5][CH:4]=1.[CH3:36][CH2:37][O-:38].[Na+].CCO.O, predict the reaction product. The product is: [Cl:28][C:24]1[CH:23]=[C:22]([C:13]2[C:12]3[C:17](=[CH:18][CH:19]=[C:10]([C:9]([C:6]4[CH:7]=[CH:8][C:3]([CH2:2][O:38][CH2:37][CH3:36])=[CH:4][CH:5]=4)([OH:35])[C:29]4[N:33]([CH3:34])[CH:32]=[N:31][CH:30]=4)[CH:11]=3)[N:16]([CH3:20])[C:15](=[O:21])[CH:14]=2)[CH:27]=[CH:26][CH:25]=1. (2) Given the reactants [Cl:1][C:2]1[CH:7]=[CH:6][C:5]([S:8]([NH:11][CH2:12][C:13]2[CH:22]=[CH:21][C:16]([C:17]([O:19][CH3:20])=[O:18])=[CH:15][CH:14]=2)(=[O:10])=[O:9])=[CH:4][CH:3]=1.[C:23]1([CH:29](O)[CH2:30][CH3:31])[CH:28]=[CH:27][CH:26]=[CH:25][CH:24]=1.C1C=CC(P(C2C=CC=CC=2)C2C=CC=CC=2)=CC=1.N(C(OC(C)C)=O)=NC(OC(C)C)=O, predict the reaction product. The product is: [Cl:1][C:2]1[CH:7]=[CH:6][C:5]([S:8]([N:11]([CH2:12][C:13]2[CH:14]=[CH:15][C:16]([C:17]([O:19][CH3:20])=[O:18])=[CH:21][CH:22]=2)[CH:29]([C:23]2[CH:28]=[CH:27][CH:26]=[CH:25][CH:24]=2)[CH2:30][CH3:31])(=[O:10])=[O:9])=[CH:4][CH:3]=1.